From a dataset of Forward reaction prediction with 1.9M reactions from USPTO patents (1976-2016). Predict the product of the given reaction. Given the reactants [CH:1]([CH:4]1[C:9](=[O:10])[NH:8][C:7]2[CH:11]=[CH:12][CH:13]=[C:14]([CH3:15])[C:6]=2[O:5]1)([CH3:3])[CH3:2].C(=O)([O-])[O-].[K+].[K+].[C:22]([O:26][CH3:27])(=[O:25])[CH:23]=[CH2:24].Cl, predict the reaction product. The product is: [CH3:27][O:26][C:22](=[O:25])[CH2:23][CH2:24][N:8]1[C:7]2[CH:11]=[CH:12][CH:13]=[C:14]([CH3:15])[C:6]=2[O:5][CH:4]([CH:1]([CH3:3])[CH3:2])[C:9]1=[O:10].